Dataset: Reaction yield outcomes from USPTO patents with 853,638 reactions. Task: Predict the reaction yield, written as a fraction of the theoretical maximum amount of product (1.0 means a 100% yield; for example, 0.34 means a 34% yield). (1) The reactants are [F:1][C:2]1[CH:7]=[CH:6][C:5]([C:8]2[N:9]=[CH:10][N:11]([CH2:21][CH2:22][CH2:23][N:24]3[CH2:29][CH2:28][O:27][CH2:26][CH2:25]3)[C:12]=2[C:13]2[CH:18]=[CH:17][N:16]=[C:15]([S:19][CH3:20])[N:14]=2)=[CH:4][CH:3]=1.[OH-:30].[NH4+]. The catalyst is O.C(O)(=O)C. The product is [F:1][C:2]1[CH:3]=[CH:4][C:5]([C:8]2[N:9]=[CH:10][N:11]([CH2:21][CH2:22][CH2:23][N:24]3[CH2:25][CH2:26][O:27][CH2:28][CH2:29]3)[C:12]=2[C:13]2[CH:18]=[CH:17][N:16]=[C:15]([S:19]([CH3:20])=[O:30])[N:14]=2)=[CH:6][CH:7]=1. The yield is 0.730. (2) The reactants are [F:1][C:2]([F:18])([F:17])[C:3]1[CH:8]=[CH:7][CH:6]=[CH:5][C:4]=1[C:9]1[CH:14]=[CH:13][CH:12]=[C:11]([CH:15]=O)[CH:10]=1.[C:19]([NH:22][NH2:23])([NH2:21])=[NH:20].[ClH:24].O.[OH-].[Na+]. The yield is 0.190. The catalyst is CCO. The product is [ClH:24].[F:1][C:2]([F:18])([F:17])[C:3]1[CH:8]=[CH:7][CH:6]=[CH:5][C:4]=1[C:9]1[CH:10]=[C:11]([CH:12]=[CH:13][CH:14]=1)[CH:15]=[N:23][NH:22][C:19]([NH2:21])=[NH:20]. (3) The reactants are FC(F)(F)S(O[C:7]1[C:16]2[C:11](=[CH:12][CH:13]=[C:14]([Cl:17])[CH:15]=2)[N:10]=[C:9]2[CH2:18][CH2:19][CH2:20][CH2:21][CH2:22][C:8]=12)(=O)=O.C([O-])([O-])=O.[Cs+].[Cs+].[NH2:31][CH2:32][CH2:33][C:34]#[CH:35]. The catalyst is C1C=CC(/C=C/C(/C=C/C2C=CC=CC=2)=O)=CC=1.C1C=CC(/C=C/C(/C=C/C2C=CC=CC=2)=O)=CC=1.C1C=CC(/C=C/C(/C=C/C2C=CC=CC=2)=O)=CC=1.[Pd].[Pd].O1CCOCC1. The product is [CH2:32]([NH:31][C:7]1[C:16]2[C:11](=[CH:12][CH:13]=[C:14]([Cl:17])[CH:15]=2)[N:10]=[C:9]2[CH2:18][CH2:19][CH2:20][CH2:21][CH2:22][C:8]=12)[CH2:33][C:34]#[CH:35]. The yield is 0.930. (4) The reactants are ClC(Cl)(Cl)C(Cl)(Cl)Cl.[C:9]([O:13][C:14]([N:16]1[CH2:20][CH2:19][CH2:18][C@H:17]1[C:21]([NH:23][NH:24][C:25]1[CH:30]=[CH:29][C:28]([F:31])=[CH:27][N:26]=1)=O)=[O:15])([CH3:12])([CH3:11])[CH3:10].C1(P(C2C=CC=CC=2)C2C=CC=CC=2)C=CC=CC=1.C(N(CC)CC)C. The catalyst is C1COCC1. The product is [C:9]([O:13][C:14]([N:16]1[CH2:20][CH2:19][CH2:18][C@H:17]1[C:21]1[N:26]2[CH:27]=[C:28]([F:31])[CH:29]=[CH:30][C:25]2=[N:24][N:23]=1)=[O:15])([CH3:12])([CH3:11])[CH3:10]. The yield is 0.770. (5) The reactants are [O:1]=[C:2]1[C:13]2[C:14]3[C:6](=[C:7]([C:27]4[CH:28]=[C:29]([CH:35]=[CH:36][CH:37]=4)[CH2:30][O:31]C(=O)C)[NH:8][C:9]=3[CH:10]=[C:11]([NH:15][C:16]([C@@H:18]3[CH2:20][C@H:19]3[C:21]3[CH:26]=[CH:25][CH:24]=[CH:23][CH:22]=3)=[O:17])[CH:12]=2)[CH:5]=[N:4][NH:3]1.C([O-])([O-])=O.[K+].[K+].O1CCCC1. The catalyst is CO. The product is [OH:31][CH2:30][C:29]1[CH:28]=[C:27]([C:7]2[NH:8][C:9]3[CH:10]=[C:11]([NH:15][C:16]([C@@H:18]4[CH2:20][C@H:19]4[C:21]4[CH:26]=[CH:25][CH:24]=[CH:23][CH:22]=4)=[O:17])[CH:12]=[C:13]4[C:2](=[O:1])[NH:3][N:4]=[CH:5][C:6]=2[C:14]=34)[CH:37]=[CH:36][CH:35]=1. The yield is 0.950. (6) The reactants are [Cl:1][C:2]1[CH:3]=[C:4]([NH2:11])[C:5](=[CH:9][CH:10]=1)[C:6](O)=[O:7].C([O-])([O-])OC.C([O-])(=O)C.[NH4+:21].[CH3:22]O. The yield is 0.920. The product is [Cl:1][C:2]1[CH:3]=[C:4]2[C:5]([C:6](=[O:7])[NH:21][CH:22]=[N:11]2)=[CH:9][CH:10]=1. The catalyst is O.